This data is from Full USPTO retrosynthesis dataset with 1.9M reactions from patents (1976-2016). The task is: Predict the reactants needed to synthesize the given product. (1) Given the product [N:1]1[C:9]2[C:4](=[N:5][CH:6]=[CH:7][CH:8]=2)[N:3]([CH2:10][C:11]2[CH:27]=[CH:26][C:14]3[N:15]=[C:16]([NH:18][C@@H:19]4[CH2:24][CH2:23][CH2:22][CH2:21][C:20]4=[N:34][OH:35])[S:17][C:13]=3[CH:12]=2)[CH:2]=1, predict the reactants needed to synthesize it. The reactants are: [N:1]1[C:9]2[C:4](=[N:5][CH:6]=[CH:7][CH:8]=2)[N:3]([CH2:10][C:11]2[CH:27]=[CH:26][C:14]3[N:15]=[C:16]([NH:18][C@@H:19]4[CH2:24][CH2:23][CH2:22][CH2:21][C:20]4=O)[S:17][C:13]=3[CH:12]=2)[CH:2]=1.N1C=CC=CC=1.[NH2:34][OH:35].Cl. (2) Given the product [CH3:33][Si:32]([C:31]#[C:30][C:27]1[CH:28]=[CH:29][C:24]([CH:10]2[CH2:15][CH2:14][N:13]([C:16]([O:18][C:19]([CH3:21])([CH3:22])[CH3:20])=[O:17])[CH2:12][CH2:11]2)=[CH:25][CH:26]=1)([CH3:34])[CH3:35], predict the reactants needed to synthesize it. The reactants are: N1C2C(=CC([CH:10]3[CH2:15][CH2:14][N:13]([C:16]([O:18][C:19]([CH3:22])([CH3:21])[CH3:20])=[O:17])[CH2:12][CH2:11]3)=CC=2)C=N1.Br[C:24]1[CH:29]=[CH:28][C:27]([C:30]#[C:31][Si:32]([CH3:35])([CH3:34])[CH3:33])=[CH:26][CH:25]=1. (3) Given the product [CH3:28][O:29][C:30]([C:32]1([NH:38][C:23]([C:22]2[CH:26]=[CH:27][C:19]([C:17]3[N:18]=[C:14]([N:11]4[CH2:10][CH2:9][N:8]([N:2]5[CH2:3][CH2:4][O:5][CH2:6][CH2:7]5)[CH2:13][CH2:12]4)[S:15][CH:16]=3)=[CH:20][CH:21]=2)=[O:24])[CH2:33][CH2:34][CH2:35][CH2:36][CH2:37]1)=[O:31], predict the reactants needed to synthesize it. The reactants are: Br.[N:2]1([N:8]2[CH2:13][CH2:12][N:11]([C:14]3[S:15][CH:16]=[C:17]([C:19]4[CH:27]=[CH:26][C:22]([C:23](O)=[O:24])=[CH:21][CH:20]=4)[N:18]=3)[CH2:10][CH2:9]2)[CH2:7][CH2:6][O:5][CH2:4][CH2:3]1.[CH3:28][O:29][C:30]([C:32]1([NH2:38])[CH2:37][CH2:36][CH2:35][CH2:34][CH2:33]1)=[O:31]. (4) Given the product [Cl:18][C:14]1[CH:13]=[C:12]([C:10]2[C:9]3[C:4](=[CH:5][CH:6]=[CH:7][CH:8]=3)[C:3](=[O:19])[N:2]([NH:1][C:26](=[O:27])[CH2:25][CH:21]3[CH2:22][CH2:23][CH2:24][O:20]3)[N:11]=2)[CH:17]=[CH:16][N:15]=1, predict the reactants needed to synthesize it. The reactants are: [NH2:1][N:2]1[N:11]=[C:10]([C:12]2[CH:17]=[CH:16][N:15]=[C:14]([Cl:18])[CH:13]=2)[C:9]2[C:4](=[CH:5][CH:6]=[CH:7][CH:8]=2)[C:3]1=[O:19].[O:20]1[CH2:24][CH2:23][CH2:22][CH:21]1[CH2:25][C:26](O)=[O:27]. (5) Given the product [Si:1]([O:18][CH2:19][CH2:20][C:21]1([C:43]2[CH:44]=[CH:45][CH:46]=[CH:47][CH:48]=2)[N:25]([C:26]2[S:27][C:28]3[CH2:29][N:30]([CH3:51])[CH2:31][CH2:32][C:33]=3[N:34]=2)[N:24]=[C:23]([C:35]2[CH:40]=[C:39]([F:41])[CH:38]=[CH:37][C:36]=2[F:42])[S:22]1)([C:14]([CH3:16])([CH3:15])[CH3:17])([C:8]1[CH:13]=[CH:12][CH:11]=[CH:10][CH:9]=1)[C:2]1[CH:7]=[CH:6][CH:5]=[CH:4][CH:3]=1, predict the reactants needed to synthesize it. The reactants are: [Si:1]([O:18][CH2:19][CH2:20][C:21]1([C:43]2[CH:48]=[CH:47][CH:46]=[CH:45][CH:44]=2)[N:25]([C:26]2[S:27][C:28]3[CH2:29][NH:30][CH2:31][CH2:32][C:33]=3[N:34]=2)[N:24]=[C:23]([C:35]2[CH:40]=[C:39]([F:41])[CH:38]=[CH:37][C:36]=2[F:42])[S:22]1)([C:14]([CH3:17])([CH3:16])[CH3:15])([C:8]1[CH:13]=[CH:12][CH:11]=[CH:10][CH:9]=1)[C:2]1[CH:7]=[CH:6][CH:5]=[CH:4][CH:3]=1.C=O.[C:51](O[BH-](OC(=O)C)OC(=O)C)(=O)C.[Na+].C([O-])([O-])=O.[Na+].[Na+].